Dataset: Full USPTO retrosynthesis dataset with 1.9M reactions from patents (1976-2016). Task: Predict the reactants needed to synthesize the given product. (1) The reactants are: [NH2:1][C:2]1[CH:10]=[CH:9][CH:8]=[CH:7][C:3]=1[C:4](O)=[O:5].[NH2:11][C:12](N)=[O:13]. Given the product [N:1]1[C:2]2[C:3](=[CH:7][CH:8]=[CH:9][CH:10]=2)[C:4]([OH:5])=[N:11][C:12]=1[OH:13], predict the reactants needed to synthesize it. (2) Given the product [CH:19]1([CH2:22][O:23][C:24]2[CH:25]=[C:26]([F:31])[C:27]([B:5]3[O:6][C:7]([CH3:12])([CH3:13])[C:8]([CH3:10])([CH3:11])[O:9]3)=[C:28]([F:30])[CH:29]=2)[CH2:20][CH2:21]1, predict the reactants needed to synthesize it. The reactants are: C(O[B:5]1[O:9][C:8]([CH3:11])([CH3:10])[C:7]([CH3:13])([CH3:12])[O:6]1)(C)C.C([Li])CCC.[CH:19]1([CH2:22][O:23][C:24]2[CH:29]=[C:28]([F:30])[CH:27]=[C:26]([F:31])[CH:25]=2)[CH2:21][CH2:20]1. (3) Given the product [BrH:1].[N+:12]([C:9]1[CH:8]=[CH:7][C:6]([CH2:5][C@@H:4]([C:3]2[N:30]=[C:29]([C:25]3[S:24][CH:28]=[CH:27][CH:26]=3)[S:31][CH:2]=2)[NH2:15])=[CH:11][CH:10]=1)([O-:14])=[O:13], predict the reactants needed to synthesize it. The reactants are: [Br:1][CH2:2][C:3](=O)[C@@H:4]([NH:15]C(=O)OC(C)(C)C)[CH2:5][C:6]1[CH:11]=[CH:10][C:9]([N+:12]([O-:14])=[O:13])=[CH:8][CH:7]=1.[S:24]1[CH:28]=[CH:27][CH:26]=[C:25]1[C:29](=[S:31])[NH2:30].C(OCC)C. (4) Given the product [CH3:15][O:14][N:13]=[C:11]1[CH2:10][C@@H:9]([C:16]2[O:18][N:45]=[C:36]([CH:37]([OH:44])[C:38]3[CH:39]=[CH:40][CH:41]=[CH:42][CH:43]=3)[N:35]=2)[N:8]([C:6]([C:31]2[CH:30]=[CH:29][C:28]([C:19]3[CH:20]=[CH:21][CH:22]=[CH:23][CH:24]=3)=[CH:33][CH:32]=2)=[O:7])[CH2:12]1, predict the reactants needed to synthesize it. The reactants are: C(O[C:6]([N:8]1[CH2:12][C:11](=[N:13][O:14][CH3:15])[CH2:10][C@H:9]1[C:16]([OH:18])=O)=[O:7])(C)(C)C.[C:19]1([C:28]2[CH:33]=[CH:32][CH:31]=[CH:30][CH:29]=2)[CH:24]=[CH:23][C:22](C(Cl)=O)=[CH:21][CH:20]=1.O[N:35]=[C:36]([NH2:45])[CH:37]([OH:44])[C:38]1[CH:43]=[CH:42][CH:41]=[CH:40][CH:39]=1.NC(=NO)C1CCN(C(OC(C)(C)C)=O)CC1. (5) The reactants are: [CH3:1][O:2][C:3]1[C:7]([C:8]([F:11])([F:10])[F:9])=[C:6]([NH2:12])[N:5]([C:13]2[CH:18]=[CH:17][CH:16]=[CH:15][CH:14]=2)[N:4]=1.C1N=CN([C:24](N2C=NC=C2)=[O:25])C=1.CCN(C(C)C)C(C)C.Cl.Cl.[F:42][C:43]1[CH:44]=[C:45]([C@@H:50]2[CH2:54][N:53]([CH2:55][CH2:56][O:57][CH3:58])[CH2:52][C@H:51]2[NH2:59])[CH:46]=[CH:47][C:48]=1[F:49]. Given the product [F:42][C:43]1[CH:44]=[C:45]([C@@H:50]2[CH2:54][N:53]([CH2:55][CH2:56][O:57][CH3:58])[CH2:52][C@H:51]2[NH:59][C:24]([NH:12][C:6]2[N:5]([C:13]3[CH:18]=[CH:17][CH:16]=[CH:15][CH:14]=3)[N:4]=[C:3]([O:2][CH3:1])[C:7]=2[C:8]([F:11])([F:10])[F:9])=[O:25])[CH:46]=[CH:47][C:48]=1[F:49], predict the reactants needed to synthesize it. (6) Given the product [CH3:34][C:25]1[N:26]=[C:27]2[S:33][CH:32]=[CH:31][N:28]2[C:29](=[O:30])[CH:24]=1, predict the reactants needed to synthesize it. The reactants are: NC1SC=CN=1.C(OCC)(=O)CC(C)=O.FC1C=C([C:24]2[C:29](=[O:30])[N:28]3[CH:31]=[CH:32][S:33][C:27]3=[N:26][C:25]=2[CH3:34])C=C(F)C=1. (7) Given the product [C:1]([C:5]1[CH:14]=[CH:13][C:12]([C:23]2[O:22][C:17]([CH3:18])=[N:19][N:30]=2)=[CH:11][CH:6]=1)([CH3:4])([CH3:2])[CH3:3], predict the reactants needed to synthesize it. The reactants are: [C:1]([C:5]1[CH:14]=[CH:13][CH:12]=[CH:11][C:6]=1C(NN)=O)([CH3:4])([CH3:3])[CH3:2].CO[C:17]([O:22][CH3:23])([N:19](C)C)[CH3:18].C(O)(=O)C.C(#[N:30])C.